Dataset: Forward reaction prediction with 1.9M reactions from USPTO patents (1976-2016). Task: Predict the product of the given reaction. (1) Given the reactants [CH:1]1([C:4]2[C:5]([C:28]3[C:36]4[C:31](=[CH:32][CH:33]=[CH:34][CH:35]=4)[N:30]([S:37]([C:40]4[CH:45]=[CH:44][CH:43]=[CH:42][CH:41]=4)(=[O:39])=[O:38])[CH:29]=3)=[N:6][C:7]([NH:10][C@@H:11]3[CH2:16][CH2:15][CH2:14][C@H:13]([NH:17]C(=O)OCC4C=CC=CC=4)[CH2:12]3)=[N:8][CH:9]=2)[CH2:3][CH2:2]1, predict the reaction product. The product is: [CH:1]1([C:4]2[C:5]([C:28]3[C:36]4[C:31](=[CH:32][CH:33]=[CH:34][CH:35]=4)[N:30]([S:37]([C:40]4[CH:45]=[CH:44][CH:43]=[CH:42][CH:41]=4)(=[O:38])=[O:39])[CH:29]=3)=[N:6][C:7]([NH:10][C@@H:11]3[CH2:16][CH2:15][CH2:14][C@H:13]([NH2:17])[CH2:12]3)=[N:8][CH:9]=2)[CH2:2][CH2:3]1. (2) Given the reactants [CH3:1][N:2]1[CH:6]=[C:5]([NH:7][C:8]2[N:13]=[C:12]3[N:14]([CH2:17][C:18]4[CH:27]=[CH:26][CH:25]=[CH:24][C:19]=4[C:20]([O:22]C)=[O:21])[N:15]=[CH:16][C:11]3=[CH:10][N:9]=2)[CH:4]=[N:3]1.[OH-].[Na+].Cl, predict the reaction product. The product is: [CH3:1][N:2]1[CH:6]=[C:5]([NH:7][C:8]2[N:13]=[C:12]3[N:14]([CH2:17][C:18]4[CH:27]=[CH:26][CH:25]=[CH:24][C:19]=4[C:20]([OH:22])=[O:21])[N:15]=[CH:16][C:11]3=[CH:10][N:9]=2)[CH:4]=[N:3]1. (3) Given the reactants [Cl:1][C:2]1[C:3]([F:25])=[C:4]([NH:8][C:9]2[C:18]3[C:13](=[CH:14][C:15]([O:23][CH3:24])=[C:16]([CH2:19][NH:20][CH2:21][CH3:22])[CH:17]=3)[N:12]=[CH:11][N:10]=2)[CH:5]=[CH:6][CH:7]=1.CC[O:28][C:29]([C@H:31](OS(C(F)(F)F)(=O)=O)[CH3:32])=[O:30], predict the reaction product. The product is: [Cl:1][C:2]1[C:3]([F:25])=[C:4]([NH:8][C:9]2[C:18]3[C:13](=[CH:14][C:15]([O:23][CH3:24])=[C:16]([CH2:19][N:20]([CH2:21][CH3:22])[C@H:31]([C:29]([OH:28])=[O:30])[CH3:32])[CH:17]=3)[N:12]=[CH:11][N:10]=2)[CH:5]=[CH:6][CH:7]=1. (4) Given the reactants Br[CH2:2][C:3]1[N:4]([CH3:28])[C:5]2[C:10]([N:11]=1)=[C:9]([N:12]1[CH2:17][CH2:16][O:15][CH2:14][CH2:13]1)[N:8]=[C:7]([N:18]1[C:22]3[CH:23]=[CH:24][CH:25]=[CH:26][C:21]=3[N:20]=[C:19]1[CH3:27])[N:6]=2.[CH3:29][N:30]([CH:34]1[CH2:38][CH2:37][NH:36][CH2:35]1)[C:31](=[O:33])[CH3:32], predict the reaction product. The product is: [CH3:29][N:30]([CH:34]1[CH2:38][CH2:37][N:36]([CH2:2][C:3]2[N:4]([CH3:28])[C:5]3[C:10]([N:11]=2)=[C:9]([N:12]2[CH2:17][CH2:16][O:15][CH2:14][CH2:13]2)[N:8]=[C:7]([N:18]2[C:22]4[CH:23]=[CH:24][CH:25]=[CH:26][C:21]=4[N:20]=[C:19]2[CH3:27])[N:6]=3)[CH2:35]1)[C:31](=[O:33])[CH3:32]. (5) Given the reactants C(OC([N:8]1[CH2:12][C@@H:11]([CH2:13][N:14]([CH:31]([CH3:33])[CH3:32])[C:15](=[O:30])[C:16]2[CH:21]=[CH:20][C:19]([O:22][CH3:23])=[C:18]([O:24][CH2:25][CH2:26][CH2:27][O:28][CH3:29])[CH:17]=2)[C@H:10]([CH:34]=O)[CH2:9]1)=O)(C)(C)C.[CH2:36]([NH2:38])[CH3:37].CO.[BH4-].[Na+], predict the reaction product. The product is: [CH2:36]([NH:38][CH2:34][C@@H:10]1[CH2:9][NH:8][CH2:12][C@H:11]1[CH2:13][N:14]([CH:31]([CH3:33])[CH3:32])[C:15](=[O:30])[C:16]1[CH:21]=[CH:20][C:19]([O:22][CH3:23])=[C:18]([O:24][CH2:25][CH2:26][CH2:27][O:28][CH3:29])[CH:17]=1)[CH3:37]. (6) Given the reactants [OH:1][C@H:2]([CH2:18][N:19]1[CH2:24][CH2:23][O:22][CH2:21][CH2:20]1)[CH2:3][N:4]1[CH2:10][CH2:9][CH2:8][C:7]2[NH:11][C:12]([CH:15]=O)=[C:13]([CH3:14])[C:6]=2[C:5]1=[O:17].[F:25][C:26]1[CH:27]=[C:28]2[C:32](=[CH:33][CH:34]=1)[NH:31][C:30](=[O:35])[CH2:29]2.N1CCCCC1, predict the reaction product. The product is: [F:25][C:26]1[CH:27]=[C:28]2[C:32](=[CH:33][CH:34]=1)[NH:31][C:30](=[O:35])/[C:29]/2=[CH:15]\[C:12]1[NH:11][C:7]2[CH2:8][CH2:9][CH2:10][N:4]([CH2:3][C@H:2]([OH:1])[CH2:18][N:19]3[CH2:20][CH2:21][O:22][CH2:23][CH2:24]3)[C:5](=[O:17])[C:6]=2[C:13]=1[CH3:14]. (7) The product is: [CH2:1]([O:3][C:4]([N:6]1[CH2:7][CH2:8][CH:9]([C:12]2[C:20]3[C:15](=[CH:16][N:17]=[CH:18][CH:19]=3)[N:14]([CH2:22][CH2:23][O:24][CH2:25][CH3:26])[CH:13]=2)[CH2:10][CH2:11]1)=[O:5])[CH3:2]. Given the reactants [CH2:1]([O:3][C:4]([N:6]1[CH2:11][CH2:10][CH:9]([C:12]2[C:20]3[C:15](=[CH:16][N:17]=[CH:18][CH:19]=3)[NH:14][CH:13]=2)[CH2:8][CH2:7]1)=[O:5])[CH3:2].Br[CH2:22][CH2:23][O:24][CH2:25][CH3:26], predict the reaction product. (8) Given the reactants [NH2:1][C:2]1[N:3]=[C:4]([CH3:28])[C:5]2=[C:6]([CH2:8][C@H:9]([C:20]3[CH:25]=[CH:24][C:23]([F:26])=[CH:22][C:21]=3[Br:27])[NH:10]/[C:11]/2=[N:12]\[O:13][CH:14]2[CH2:18][CH2:17][O:16][C:15]2=[O:19])[N:7]=1.[CH3:29][NH:30][CH3:31], predict the reaction product. The product is: [NH2:1][C:2]1[N:3]=[C:4]([CH3:28])[C:5]2=[C:6]([CH2:8][C@H:9]([C:20]3[CH:25]=[CH:24][C:23]([F:26])=[CH:22][C:21]=3[Br:27])[NH:10]/[C:11]/2=[N:12]\[O:13][CH:14]([CH2:18][CH2:17][OH:16])[C:15]([N:30]([CH3:31])[CH3:29])=[O:19])[N:7]=1. (9) Given the reactants [NH2:1][CH2:2][CH2:3][NH:4][C:5]1[N:14]=[C:13]([N:15]([C:17]2[CH:22]=[CH:21][C:20]([O:23][CH3:24])=[CH:19][CH:18]=2)[CH3:16])[C:12]2[C:7](=[CH:8][CH:9]=[CH:10][CH:11]=2)[N:6]=1.[C:25]([NH:32][CH2:33][C:34](O)=[O:35])([O:27][C:28]([CH3:31])([CH3:30])[CH3:29])=[O:26].CCN=C=NCCCN(C)C.C1C=CC2N(O)N=NC=2C=1.CCN(CC)CC, predict the reaction product. The product is: [C:28]([O:27][C:25](=[O:26])[NH:32][CH2:33][C:34](=[O:35])[NH:1][CH2:2][CH2:3][NH:4][C:5]1[N:14]=[C:13]([N:15]([C:17]2[CH:18]=[CH:19][C:20]([O:23][CH3:24])=[CH:21][CH:22]=2)[CH3:16])[C:12]2[C:7](=[CH:8][CH:9]=[CH:10][CH:11]=2)[N:6]=1)([CH3:31])([CH3:29])[CH3:30].